This data is from Full USPTO retrosynthesis dataset with 1.9M reactions from patents (1976-2016). The task is: Predict the reactants needed to synthesize the given product. (1) Given the product [NH2:27][C:23]1[CH:22]=[C:21]([NH:20][C:3]2[C:2]([F:1])=[CH:7][N:6]=[C:5]([NH:8][C:9]3[CH:14]=[CH:13][C:12]([O:15][CH2:16][CH2:17][O:18][CH3:19])=[CH:11][CH:10]=3)[N:4]=2)[CH:26]=[CH:25][CH:24]=1, predict the reactants needed to synthesize it. The reactants are: [F:1][C:2]1[C:3]([NH:20][C:21]2[CH:22]=[C:23]([NH:27]C(=O)OC(C)(C)C)[CH:24]=[CH:25][CH:26]=2)=[N:4][C:5]([NH:8][C:9]2[CH:14]=[CH:13][C:12]([O:15][CH2:16][CH2:17][O:18][CH3:19])=[CH:11][CH:10]=2)=[N:6][CH:7]=1.FC(F)(F)C(O)=O.C(OCC)(=O)C.CCCCCC. (2) Given the product [C:22]([O:26][C:27](=[O:55])[NH:28][C@@H:29]1[CH2:35][CH2:34][C@@H:33]([C:36]2[CH:41]=[CH:40][CH:39]=[C:38]([F:42])[C:37]=2[F:43])[CH2:32][N:31]2[C:46]([C:47]3([C:50]([F:53])([F:52])[F:51])[CH2:49][CH2:48]3)=[CH:45][N:44]=[C:30]12)([CH3:25])([CH3:24])[CH3:23], predict the reactants needed to synthesize it. The reactants are: [Cr](O[Cr]([O-])(=O)=O)([O-])(=O)=O.[NH+]1C=CC=CC=1.[NH+]1C=CC=CC=1.[C:22]([O:26][C:27](=[O:55])[NH:28][C@@H:29]1[CH2:35][CH2:34][C@@H:33]([C:36]2[CH:41]=[CH:40][CH:39]=[C:38]([F:42])[C:37]=2[F:43])[CH2:32][NH:31]/[C:30]/1=[N:44]\[CH2:45][CH:46](O)[C:47]1([C:50]([F:53])([F:52])[F:51])[CH2:49][CH2:48]1)([CH3:25])([CH3:24])[CH3:23].